Predict which catalyst facilitates the given reaction. From a dataset of Catalyst prediction with 721,799 reactions and 888 catalyst types from USPTO. (1) The catalyst class is: 3. Reactant: [CH3:1][O:2][C:3]([NH:5][C@H:6]([C:10]([OH:12])=O)[CH:7]([CH3:9])[CH3:8])=[O:4].F[P-](F)(F)(F)(F)F.N1(O[P+](N(C)C)(N(C)C)N(C)C)[C:24]2C=CC=[CH:28][C:23]=2N=N1.C1C=CC2N([OH:49])N=NC=2C=1.C[N:51]1[CH2:56][CH2:55][O:54]C[CH2:52]1.[OH:57][C@@H:58]([C@H:69]([NH2:77])[CH2:70][C:71]1[CH:76]=[CH:75][CH:74]=[CH:73][CH:72]=1)[CH2:59][N:60]([CH2:62][CH:63]1[CH2:68][CH2:67][CH2:66][CH2:65][CH2:64]1)[NH2:61].Cl.[OH:79][C@H:80]([C@@H](N)CC1C=CC=CC=1)CN(CC1CCCCC1)N. Product: [OH:57][C@@H:58]([C@H:69]([NH:77][C:10](=[O:12])[C@H:6]([CH:7]([CH3:8])[CH3:9])[NH:5][C:3]([O:2][CH3:1])=[O:4])[CH2:70][C:71]1[CH:72]=[CH:73][CH:74]=[CH:75][CH:76]=1)[CH2:59][N:60]([CH2:62][CH:63]1[CH2:64][CH2:65][CH2:66][CH2:67][CH2:68]1)[NH:61][C:55](=[O:54])[C@H:56]([CH:23]([CH3:28])[CH3:24])[NH:51][C:52]([O:79][CH3:80])=[O:49]. (2) Reactant: [H-].[Na+].[OH:3][CH2:4][CH2:5][N:6]1[C:10](=[O:11])[C:9]2=[CH:12][CH:13]=[CH:14][CH:15]=[C:8]2[C:7]1=[O:16].Cl[CH2:18][C:19](=[O:25])[CH2:20][C:21]([O:23][CH3:24])=[O:22].[Cl-].[NH4+].Cl. Product: [CH3:24][O:23][C:21](=[O:22])[CH2:20][C:19](=[O:25])[CH2:18][O:3][CH2:4][CH2:5][N:6]1[C:10](=[O:11])[C:9]2[C:8](=[CH:15][CH:14]=[CH:13][CH:12]=2)[C:7]1=[O:16]. The catalyst class is: 9. (3) Reactant: [Br:1][C:2]1[CH:7]=[C:6]([F:8])[CH:5]=[CH:4][C:3]=1[CH:9]1[N:14]=[C:13]([C:15]2[S:16][CH:17]=[CH:18][N:19]=2)[NH:12][C:11]([CH2:20][N:21]2[CH2:26][CH2:25][O:24][CH2:23][CH:22]2[C:27](O)=[O:28])=[C:10]1[C:30]([O:32][CH2:33][CH3:34])=[O:31].CCN=C=NCCCN(C)C.Cl.C1C=NC2[N:53]([OH:56])N=NC=2C=1.CCN(C(C)C)C(C)C.[Si](ON)(C(C)(C)C)(C)C. Product: [Br:1][C:2]1[CH:7]=[C:6]([F:8])[CH:5]=[CH:4][C:3]=1[CH:9]1[C:10]([C:30]([O:32][CH2:33][CH3:34])=[O:31])=[C:11]([CH2:20][N:21]2[CH2:26][CH2:25][O:24][CH2:23][C@H:22]2[C:27](=[O:28])[NH:53][OH:56])[NH:12][C:13]([C:15]2[S:16][CH:17]=[CH:18][N:19]=2)=[N:14]1. The catalyst class is: 2. (4) The catalyst class is: 5. Reactant: [NH2:1][CH:2]([C:6]1[CH:33]=[C:9]2[CH2:10][N:11]([C:15]([O:17][CH2:18][C:19]3[CH:24]=[C:23]([C:25]([F:28])([F:27])[F:26])[CH:22]=[C:21]([C:29]([F:32])([F:31])[F:30])[CH:20]=3)=[O:16])[CH2:12][CH2:13][CH2:14][N:8]2[N:7]=1)[C:3](N)=[O:4].O.C(O)(C(F)(F)F)=[O:36]. Product: [NH2:1][CH:2]([C:6]1[CH:33]=[C:9]2[CH2:10][N:11]([C:15]([O:17][CH2:18][C:19]3[CH:24]=[C:23]([C:25]([F:26])([F:28])[F:27])[CH:22]=[C:21]([C:29]([F:31])([F:32])[F:30])[CH:20]=3)=[O:16])[CH2:12][CH2:13][CH2:14][N:8]2[N:7]=1)[C:3]([OH:36])=[O:4]. (5) Reactant: Br[CH2:2][C:3](=O)[CH2:4][C@@H:5]1[CH2:10][CH2:9][CH2:8][CH2:7][N:6]1[C:11]([O:13][C:14]([CH3:17])([CH3:16])[CH3:15])=[O:12].[F:19][C:20]([F:29])([F:28])[C:21]1[CH:26]=[CH:25][N:24]=[C:23]([NH2:27])[CH:22]=1. Product: [F:29][C:20]([F:19])([F:28])[C:21]1[CH:26]=[CH:25][N:24]2[CH:2]=[C:3]([CH2:4][C@@H:5]3[CH2:10][CH2:9][CH2:8][CH2:7][N:6]3[C:11]([O:13][C:14]([CH3:17])([CH3:16])[CH3:15])=[O:12])[N:27]=[C:23]2[CH:22]=1. The catalyst class is: 163. (6) Reactant: [NH2:1][C:2]1[CH:10]=[CH:9][C:8]([Cl:11])=[CH:7][C:3]=1[C:4]([OH:6])=[O:5].[CH3:12]OC(OC)OC.[N-:19]=[N+:20]=[N-:21].[Na+]. Product: [Cl:11][C:8]1[CH:9]=[CH:10][C:2]([N:1]2[CH:12]=[N:21][N:20]=[N:19]2)=[C:3]([CH:7]=1)[C:4]([OH:6])=[O:5]. The catalyst class is: 15.